From a dataset of Full USPTO retrosynthesis dataset with 1.9M reactions from patents (1976-2016). Predict the reactants needed to synthesize the given product. (1) Given the product [C:10]([CH2:9][O:17][C:15](=[O:16])[C:14]1[CH:18]=[CH:19][C:20]([F:22])=[CH:21][C:13]=1[NH2:12])#[N:11], predict the reactants needed to synthesize it. The reactants are: C(N(CC)CC)C.Cl[CH2:9][C:10]#[N:11].[NH2:12][C:13]1[CH:21]=[C:20]([F:22])[CH:19]=[CH:18][C:14]=1[C:15]([OH:17])=[O:16]. (2) Given the product [CH3:26][O:27][C:28]([C:30]1[CH:39]=[C:38]([OH:40])[C:37]2[C:32](=[C:33]([NH2:49])[CH:34]=[C:35]([NH2:48])[CH:36]=2)[N:31]=1)=[O:29], predict the reactants needed to synthesize it. The reactants are: COC(C1C=C(O)C2C(=C(OCC3C=CC=CC=3)C=CC=2CO)N=1)=O.[CH3:26][O:27][C:28]([C:30]1[CH:39]=[C:38]([O:40]CC2C=CC=CC=2)[C:37]2[C:32](=[C:33]([N+:49]([O-])=O)[CH:34]=[C:35]([NH2:48])[CH:36]=2)[N:31]=1)=[O:29]. (3) Given the product [OH:36][C:35]([C:2]1[C:10]2[O:9][CH2:8][CH2:7][C:6]=2[C:5]([CH3:11])=[C:4]([NH:12][C:13](=[O:19])[O:14][C:15]([CH3:18])([CH3:17])[CH3:16])[C:3]=1[CH3:20])([C:32]1[CH:33]=[CH:34][C:29]([CH:27]([CH3:28])[CH3:26])=[CH:30][CH:31]=1)[CH3:37], predict the reactants needed to synthesize it. The reactants are: Br[C:2]1[C:10]2[O:9][CH2:8][CH2:7][C:6]=2[C:5]([CH3:11])=[C:4]([NH:12][C:13](=[O:19])[O:14][C:15]([CH3:18])([CH3:17])[CH3:16])[C:3]=1[CH3:20].C([Li])CCC.[CH3:26][CH:27]([C:29]1[CH:34]=[CH:33][C:32]([C:35]([CH3:37])=[O:36])=[CH:31][CH:30]=1)[CH3:28].O. (4) Given the product [Cl:1][C:2]1[N:7]([CH3:9])[C:6](=[O:8])[CH:5]=[CH:4][CH:3]=1, predict the reactants needed to synthesize it. The reactants are: [Cl:1][C:2]1[N:7]=[C:6]([OH:8])[CH:5]=[CH:4][CH:3]=1.[C:9]([O-])([O-])=O.[K+].[K+].IC. (5) The reactants are: [Si:1]([O:18][CH2:19][C:20](=[CH2:23])[CH2:21][OH:22])([C:14]([CH3:17])([CH3:16])[CH3:15])([C:8]1[CH:13]=[CH:12][CH:11]=[CH:10][CH:9]=1)[C:2]1[CH:7]=[CH:6][CH:5]=[CH:4][CH:3]=1. Given the product [Si:1]([O:18][CH2:19][C:20](=[CH2:23])[CH:21]=[O:22])([C:14]([CH3:16])([CH3:17])[CH3:15])([C:8]1[CH:9]=[CH:10][CH:11]=[CH:12][CH:13]=1)[C:2]1[CH:3]=[CH:4][CH:5]=[CH:6][CH:7]=1, predict the reactants needed to synthesize it. (6) Given the product [C:6]([Cl:4])(=[O:33])[O:7][CH2:8][O:9][C:10](=[O:29])[C:11]1[CH:16]=[C:15]([S:17]([NH2:20])(=[O:19])=[O:18])[C:14]([Cl:21])=[CH:13][C:12]=1[NH:22][CH2:23][C:24]1[O:25][CH:26]=[CH:27][CH:28]=1, predict the reactants needed to synthesize it. The reactants are: S(Cl)([Cl:4])(=O)=O.[C:6](=[O:33])(SCC)[O:7][CH2:8][O:9][C:10](=[O:29])[C:11]1[CH:16]=[C:15]([S:17]([NH2:20])(=[O:19])=[O:18])[C:14]([Cl:21])=[CH:13][C:12]=1[NH:22][CH2:23][C:24]1[O:25][CH:26]=[CH:27][CH:28]=1.